From a dataset of Full USPTO retrosynthesis dataset with 1.9M reactions from patents (1976-2016). Predict the reactants needed to synthesize the given product. (1) Given the product [C:7]([CH2:9][C:10]([NH:27][CH:24]([C:21]1[CH:22]=[CH:23][C:18]([O:17][CH2:16][CH2:15][O:14][CH3:13])=[CH:19][CH:20]=1)[CH2:25][CH3:26])=[O:12])#[N:8], predict the reactants needed to synthesize it. The reactants are: C(Cl)(=O)C(Cl)=O.[C:7]([CH2:9][C:10]([OH:12])=O)#[N:8].[CH3:13][O:14][CH2:15][CH2:16][O:17][C:18]1[CH:23]=[CH:22][C:21]([CH:24]([NH2:27])[CH2:25][CH3:26])=[CH:20][CH:19]=1.C(N(CC)CC)C. (2) Given the product [F:10][C:6]1[CH:7]=[CH:8][CH:9]=[C:2]2[C:3]=1[C:4]([NH2:5])=[N:12][NH:13]2, predict the reactants needed to synthesize it. The reactants are: F[C:2]1[CH:9]=[CH:8][CH:7]=[C:6]([F:10])[C:3]=1[C:4]#[N:5].O.[NH2:12][NH2:13].CC(C)=O. (3) Given the product [CH3:10][CH2:11][CH2:13][CH2:15][CH:8]([CH2:7][O:6][C:4]([CH:2]=[CH2:3])=[O:5])[CH2:26][CH3:27].[CH3:19][CH2:20][CH2:15][CH2:13][O:14][C:4]([CH:2]=[CH2:1])=[O:5], predict the reactants needed to synthesize it. The reactants are: [CH3:1][C:2]([C:4]([O:6][CH2:7][CH2:8]O)=[O:5])=[CH2:3].[CH3:10][C:11]([C:13]([CH:15]1[CH2:20][C:19](C)(C)N(C)C(C)(C)C1)=[O:14])=C.[CH3:26][C:27](N=NC(C#N)(C)C)(C#N)C. (4) The reactants are: C([O:5][C:6](=[O:40])[CH2:7][O:8][C:9]1[CH:14]=[CH:13][C:12]([Cl:15])=[CH:11][C:10]=1[CH2:16][NH:17][C:18]1[N:26]=[CH:25][N:24]=[C:23]2[C:19]=1[N:20]=[CH:21][N:22]2[C@H:27]1[C@H:31]([OH:32])[C@H:30]([N:33]=[N+:34]=[N-:35])[C@@H:29]([C:36](=[O:39])[NH:37][CH3:38])[O:28]1)(C)(C)C.FC(F)(F)C(O)=O. Given the product [N:33]([C@@H:30]1[C@@H:29]([C:36](=[O:39])[NH:37][CH3:38])[O:28][C@@H:27]([N:22]2[CH:21]=[N:20][C:19]3[C:23]2=[N:24][CH:25]=[N:26][C:18]=3[NH:17][CH2:16][C:10]2[CH:11]=[C:12]([Cl:15])[CH:13]=[CH:14][C:9]=2[O:8][CH2:7][C:6]([OH:40])=[O:5])[C@@H:31]1[OH:32])=[N+:34]=[N-:35], predict the reactants needed to synthesize it.